Dataset: Forward reaction prediction with 1.9M reactions from USPTO patents (1976-2016). Task: Predict the product of the given reaction. (1) Given the reactants [OH:1][C:2]1[CH:3]=[C:4]([S:8][C:9]([CH3:15])([CH3:14])[C:10]([O:12][CH3:13])=[O:11])[CH:5]=[CH:6][CH:7]=1.[N+:16]([C:19]1[CH:24]=[CH:23][CH:22]=[CH:21][C:20]=1C1OC(CO)=CC=1)([O-:18])=[O:17].[CH3:44][CH:43]([O:42][C:40](/N=N/[C:40]([O:42][CH:43]([CH3:45])[CH3:44])=O)=O)[CH3:45].[C:46]1(P(C2C=CC=CC=2)C2C=CC=CC=2)C=CC=CC=1, predict the reaction product. The product is: [N+:16]([C:19]1[CH:24]=[CH:23][C:22]([C:40]2[O:42][C:43]([CH2:44][O:1][C:2]3[CH:3]=[C:4]([S:8][C:9]([CH3:15])([CH3:14])[C:10]([O:12][CH3:13])=[O:11])[CH:5]=[CH:6][CH:7]=3)=[CH:45][CH:46]=2)=[CH:21][CH:20]=1)([O-:18])=[O:17]. (2) Given the reactants [CH3:1][N:2]([CH3:9])[C@@H:3]1[CH2:7][NH:6][C@@H:5]([CH3:8])[CH2:4]1.[NH2:10][C:11]1[C:16]([N+:17]([O-:19])=[O:18])=[CH:15][CH:14]=[C:13](F)[CH:12]=1.CCN(CC)CC, predict the reaction product. The product is: [CH3:1][N:2]([CH3:9])[C@@H:3]1[CH2:7][N:6]([C:13]2[CH:12]=[C:11]([NH2:10])[C:16]([N+:17]([O-:19])=[O:18])=[CH:15][CH:14]=2)[C@@H:5]([CH3:8])[CH2:4]1. (3) Given the reactants O[C:2]1[C:11]2[C:6](=[CH:7][CH:8]=[CH:9][CH:10]=2)[C:5](=[O:12])[N:4]([C:13]2[CH:18]=[CH:17][C:16]([CH:19]([CH3:21])[CH3:20])=[CH:15][CH:14]=2)[N:3]=1.P(Br)(Br)([Br:24])=O.C(C1C=C(C)C=C(C(C)(C)C)C=1O)(C)(C)C, predict the reaction product. The product is: [Br:24][C:2]1[C:11]2[C:6](=[CH:7][CH:8]=[CH:9][CH:10]=2)[C:5](=[O:12])[N:4]([C:13]2[CH:18]=[CH:17][C:16]([CH:19]([CH3:21])[CH3:20])=[CH:15][CH:14]=2)[N:3]=1. (4) Given the reactants [C:1]([O:10][CH3:11])(=[O:9])[C:2]([CH2:4][C:5](OC)=[O:6])=[CH2:3].[CH:12]1([NH2:19])[CH2:18][CH2:17][CH2:16][CH2:15][CH2:14][CH2:13]1, predict the reaction product. The product is: [CH3:11][O:10][C:1]([CH:2]1[CH2:4][C:5](=[O:6])[N:19]([CH:12]2[CH2:18][CH2:17][CH2:16][CH2:15][CH2:14][CH2:13]2)[CH2:3]1)=[O:9]. (5) Given the reactants [C:1]([OH:13])(=[O:12])[CH2:2][C:3]([CH2:8][C:9](O)=O)(C(O)=O)O.[OH-].[Na+].O.C(O)(=O)C=O.[C:22]([BH3-])#[N:23].[Na+].C[NH:27]C=O, predict the reaction product. The product is: [NH2:27][C@H:2]([C:1]([OH:13])=[O:12])[CH2:3][CH2:8][CH2:9][CH2:22][NH2:23]. (6) Given the reactants [CH2:1]([N:3]1[C:7]2=[N:8][C:9]([CH2:29][CH3:30])=[C:10]([CH2:19][NH:20][C:21](=[O:28])[CH2:22][CH2:23][CH2:24][C:25]([OH:27])=O)[C:11]([NH:12][CH:13]3[CH2:18][CH2:17][O:16][CH2:15][CH2:14]3)=[C:6]2[CH:5]=[N:4]1)[CH3:2].[NH2:31][CH2:32][C:33]1[CH:34]=[C:35]([C:39]2[CH:44]=[CH:43][CH:42]=[C:41]([CH2:45][CH:46]3[CH2:51][CH2:50][N:49](C(OC(C)(C)C)=O)[CH2:48][CH2:47]3)[CH:40]=2)[CH:36]=[CH:37][CH:38]=1.CN(C(ON1N=NC2C=CC=CC1=2)=[N+](C)C)C.F[P-](F)(F)(F)(F)F, predict the reaction product. The product is: [CH2:1]([N:3]1[C:7]2=[N:8][C:9]([CH2:29][CH3:30])=[C:10]([CH2:19][NH:20][C:21](=[O:28])[CH2:22][CH2:23][CH2:24][C:25]([NH:31][CH2:32][C:33]3[CH:34]=[C:35]([C:39]4[CH:44]=[CH:43][CH:42]=[C:41]([CH2:45][CH:46]5[CH2:51][CH2:50][NH:49][CH2:48][CH2:47]5)[CH:40]=4)[CH:36]=[CH:37][CH:38]=3)=[O:27])[C:11]([NH:12][CH:13]3[CH2:14][CH2:15][O:16][CH2:17][CH2:18]3)=[C:6]2[CH:5]=[N:4]1)[CH3:2]. (7) Given the reactants [OH:1][CH2:2][CH2:3][CH2:4][C:5]1[C:13]2[C:8](=[CH:9][CH:10]=[C:11]([CH2:14][S:15]([NH:18][CH3:19])(=[O:17])=[O:16])[CH:12]=2)[NH:7][C:6]=1[Si](C)(C)C.FC(F)(F)C(O)=O.C(OCC)(=O)C, predict the reaction product. The product is: [OH:1][CH2:2][CH2:3][CH2:4][C:5]1[C:13]2[C:8](=[CH:9][CH:10]=[C:11]([CH2:14][S:15]([NH:18][CH3:19])(=[O:16])=[O:17])[CH:12]=2)[NH:7][CH:6]=1. (8) Given the reactants C([O-])([O-])=O.[K+].[K+].[C@@H]1(N)CCCC[C@H]1N.[NH:15]1[CH2:19][CH2:18][CH2:17][C:16]1=[O:20].Cl[C:22]1[CH:27]=[CH:26][C:25]([CH3:28])=[CH:24][CH:23]=1, predict the reaction product. The product is: [CH3:28][C:25]1[CH:26]=[CH:27][C:22]([N:15]2[CH2:19][CH2:18][CH2:17][C:16]2=[O:20])=[CH:23][CH:24]=1. (9) Given the reactants [H-].[Na+].[F:3][C:4]1[CH:5]=[C:6]([CH2:21][OH:22])[CH:7]=[CH:8][C:9]=1[O:10][C:11]1[CH:16]=[CH:15][N:14]=[C:13]([C:17]([F:20])([F:19])[F:18])[CH:12]=1.Cl[C:24]1[CH:25]=[C:26]2[N:33]([C:34]([O:36][C:37]([CH3:40])([CH3:39])[CH3:38])=[O:35])[CH2:32][CH2:31][N:27]2[C:28](=[O:30])[N:29]=1, predict the reaction product. The product is: [F:3][C:4]1[CH:5]=[C:6]([CH:7]=[CH:8][C:9]=1[O:10][C:11]1[CH:16]=[CH:15][N:14]=[C:13]([C:17]([F:18])([F:19])[F:20])[CH:12]=1)[CH2:21][O:22][C:24]1[CH:25]=[C:26]2[N:33]([C:34]([O:36][C:37]([CH3:40])([CH3:39])[CH3:38])=[O:35])[CH2:32][CH2:31][N:27]2[C:28](=[O:30])[N:29]=1. (10) Given the reactants [CH3:1][C:2]1[CH:3]=[C:4]([CH:26]=[CH:27][CH:28]=1)[O:5][C:6]1[CH:7]=[C:8]([CH:23]=[CH:24][CH:25]=1)[CH2:9][O:10][C:11]1[CH:16]=[CH:15][C:14]([CH2:17][CH2:18][C:19]([O:21]C)=[O:20])=[CH:13][CH:12]=1.[OH-].[Na+].O.Cl, predict the reaction product. The product is: [CH3:1][C:2]1[CH:3]=[C:4]([CH:26]=[CH:27][CH:28]=1)[O:5][C:6]1[CH:7]=[C:8]([CH:23]=[CH:24][CH:25]=1)[CH2:9][O:10][C:11]1[CH:16]=[CH:15][C:14]([CH2:17][CH2:18][C:19]([OH:21])=[O:20])=[CH:13][CH:12]=1.